Dataset: Reaction yield outcomes from USPTO patents with 853,638 reactions. Task: Predict the reaction yield, written as a fraction of the theoretical maximum amount of product (1.0 means a 100% yield; for example, 0.34 means a 34% yield). The reactants are [CH3:1][C:2]1([CH3:26])[CH2:7][CH2:6][C:5]([C:8]2[C:9]([C:20](=[O:25])[C:21]([O:23][CH3:24])=[O:22])=[C:10]([CH3:19])[S:11][C:12]=2[C:13]2[CH:18]=[CH:17][N:16]=[CH:15][CH:14]=2)=[CH:4][CH2:3]1.[BH4-].[BH4-].[BH4-].[BH4-].[Na+].[Na+].[Na+].[Na+].O1CCC[CH2:36]1. The catalyst is C(O)C. The product is [CH3:1][C:2]1([CH3:26])[CH2:7][CH2:6][C:5]([C:8]2[C:9]([CH:20]([OH:25])[C:21]([O:23][CH2:24][CH3:36])=[O:22])=[C:10]([CH3:19])[S:11][C:12]=2[C:13]2[CH:14]=[CH:15][N:16]=[CH:17][CH:18]=2)=[CH:4][CH2:3]1. The yield is 0.470.